This data is from Full USPTO retrosynthesis dataset with 1.9M reactions from patents (1976-2016). The task is: Predict the reactants needed to synthesize the given product. (1) Given the product [CH:11]1([N:10]2[CH2:4][CH2:5][CH2:6][CH2:7][C:8]2=[O:9])[CH2:16][CH2:15][CH2:14][CH2:13][CH2:12]1, predict the reactants needed to synthesize it. The reactants are: [H-].[Na+].Cl[CH2:4][CH2:5][CH2:6][CH2:7][C:8]([NH:10][CH:11]1[CH2:16][CH2:15][CH2:14][CH2:13][CH2:12]1)=[O:9].O. (2) Given the product [NH2:7][CH2:8][C:9]1[CH:34]=[CH:33][C:12]2[N:13]([CH2:28][CH2:29][CH2:30][CH2:31][OH:32])[C:14]([CH2:16][N:17]3[C:25]4[C:20](=[CH:21][CH:22]=[CH:23][CH:24]=4)[C:19]([CH:26]=[CH2:27])=[N:18]3)=[N:15][C:11]=2[CH:10]=1, predict the reactants needed to synthesize it. The reactants are: C(OC(=O)[NH:7][CH2:8][C:9]1[CH:34]=[CH:33][C:12]2[N:13]([CH2:28][CH2:29][CH2:30][CH2:31][OH:32])[C:14]([CH2:16][N:17]3[C:25]4[C:20](=[CH:21][CH:22]=[CH:23][CH:24]=4)[C:19]([CH:26]=[CH2:27])=[N:18]3)=[N:15][C:11]=2[CH:10]=1)(C)(C)C.C(O)(C(F)(F)F)=O.C(Cl)(=O)C.